Dataset: Peptide-MHC class II binding affinity with 134,281 pairs from IEDB. Task: Regression. Given a peptide amino acid sequence and an MHC pseudo amino acid sequence, predict their binding affinity value. This is MHC class II binding data. The MHC is HLA-DPA10301-DPB10402 with pseudo-sequence HLA-DPA10301-DPB10402. The binding affinity (normalized) is 0.0583. The peptide sequence is YNYMEPYVSKNPRQA.